Dataset: Reaction yield outcomes from USPTO patents with 853,638 reactions. Task: Predict the reaction yield, written as a fraction of the theoretical maximum amount of product (1.0 means a 100% yield; for example, 0.34 means a 34% yield). (1) The reactants are [SH:1][C:2]([CH3:8])([CH3:7])[CH2:3][C:4]([OH:6])=[O:5].FC(F)(F)C(O)=O.[CH3:16][O:17][C:18]1[CH:25]=[C:24]([O:26][CH3:27])[CH:23]=[C:22]([O:28][CH3:29])[C:19]=1[CH2:20]O. The catalyst is C(Cl)Cl. The product is [CH3:7][C:2]([S:1][CH2:20][C:19]1[C:22]([O:28][CH3:29])=[CH:23][C:24]([O:26][CH3:27])=[CH:25][C:18]=1[O:17][CH3:16])([CH3:8])[CH2:3][C:4]([OH:6])=[O:5]. The yield is 0.700. (2) The reactants are [OH:1][CH2:2][C@@H:3]1[CH2:7][N:6]([C:8]([O:10][C:11]([CH3:14])([CH3:13])[CH3:12])=[O:9])[C@H:5]([C:15]([O:17][CH3:18])=[O:16])[CH2:4]1.[F:19][C:20]([F:28])(S(F)(=O)=O)C(O)=O. The yield is 0.610. The catalyst is [Cu]I.C(#N)C. The product is [F:19][CH:20]([F:28])[O:1][CH2:2][C@@H:3]1[CH2:7][N:6]([C:8]([O:10][C:11]([CH3:13])([CH3:14])[CH3:12])=[O:9])[C@H:5]([C:15]([O:17][CH3:18])=[O:16])[CH2:4]1. (3) The reactants are [NH2:1][CH:2]([C:9]1[CH:14]=[CH:13][CH:12]=[CH:11][CH:10]=1)[C:3]1[CH:8]=[CH:7][CH:6]=[CH:5][CH:4]=1.[C:15]1([CH:21]([C:28]2[CH:33]=[CH:32][CH:31]=[CH:30][CH:29]=2)[N:22]2[CH2:27][CH2:26][NH:25][CH2:24][CH2:23]2)[CH:20]=[CH:19][CH:18]=[CH:17][CH:16]=1.[C:34](N1C=CN=C1)(N1C=CN=C1)=[S:35].C1CCN2C(=NCCC2)CC1. The catalyst is C1COCC1.CCCCCC.C(OCC)(=O)C. The product is [C:9]1([CH:2]([NH:1][C:34]([N:25]2[CH2:24][CH2:23][N:22]([CH:21]([C:15]3[CH:16]=[CH:17][CH:18]=[CH:19][CH:20]=3)[C:28]3[CH:33]=[CH:32][CH:31]=[CH:30][CH:29]=3)[CH2:27][CH2:26]2)=[S:35])[C:3]2[CH:8]=[CH:7][CH:6]=[CH:5][CH:4]=2)[CH:14]=[CH:13][CH:12]=[CH:11][CH:10]=1. The yield is 0.115. (4) The reactants are [F:1][C:2]([F:11])([F:10])[C:3]1([C:7]([OH:9])=O)[CH2:6][CH2:5][CH2:4]1.[NH:12]1[CH2:17][CH2:16][CH:15]([C:18]([O:20][CH2:21][CH3:22])=[O:19])[CH2:14][CH2:13]1.C(Cl)CCl.C1C=CC2N(O)N=NC=2C=1.CCN(C(C)C)C(C)C.[NH4+].[Cl-]. The catalyst is C(Cl)Cl. The product is [F:10][C:2]([F:1])([F:11])[C:3]1([C:7]([N:12]2[CH2:17][CH2:16][CH:15]([C:18]([O:20][CH2:21][CH3:22])=[O:19])[CH2:14][CH2:13]2)=[O:9])[CH2:4][CH2:5][CH2:6]1. The yield is 0.930. (5) The product is [CH2:13]([O:12][C:10]([CH:7]1[CH2:8][CH2:9][C:4](=[O:3])[CH:5]([Br:1])[CH2:6]1)=[O:11])[CH3:14]. The catalyst is C(OCC)C. The reactants are [Br:1]Br.[O:3]=[C:4]1[CH2:9][CH2:8][CH:7]([C:10]([O:12][CH2:13][CH3:14])=[O:11])[CH2:6][CH2:5]1.OS([O-])=O.[Na+]. The yield is 0.880. (6) The reactants are [CH3:1][C:2]1[N:6]([CH2:7][C:8]2[CH:9]=[CH:10][CH:11]=[C:12]3[C:17]=2[N:16]=[CH:15][CH:14]=[CH:13]3)[C:5]2[CH:18]=[C:19]([N:26]3[CH2:31][CH2:30][O:29][CH2:28][CH2:27]3)[CH:20]=[C:21]([C:22]([O:24]C)=[O:23])[C:4]=2[N:3]=1.[Li+].[OH-]. The catalyst is C1COCC1. The product is [CH3:1][C:2]1[N:6]([CH2:7][C:8]2[CH:9]=[CH:10][CH:11]=[C:12]3[C:17]=2[N:16]=[CH:15][CH:14]=[CH:13]3)[C:5]2[CH:18]=[C:19]([N:26]3[CH2:31][CH2:30][O:29][CH2:28][CH2:27]3)[CH:20]=[C:21]([C:22]([OH:24])=[O:23])[C:4]=2[N:3]=1. The yield is 0.690.